This data is from NCI-60 drug combinations with 297,098 pairs across 59 cell lines. The task is: Regression. Given two drug SMILES strings and cell line genomic features, predict the synergy score measuring deviation from expected non-interaction effect. Drug 1: CC12CCC3C(C1CCC2=O)CC(=C)C4=CC(=O)C=CC34C. Drug 2: C1CC(C1)(C(=O)O)C(=O)O.[NH2-].[NH2-].[Pt+2]. Cell line: SW-620. Synergy scores: CSS=55.4, Synergy_ZIP=-4.91, Synergy_Bliss=-1.14, Synergy_Loewe=-4.97, Synergy_HSA=-0.0759.